Dataset: Forward reaction prediction with 1.9M reactions from USPTO patents (1976-2016). Task: Predict the product of the given reaction. (1) Given the reactants [NH2:1][C:2]1[CH:10]=[C:9]([C:11]2[C:16]([C:17]([F:20])([F:19])[F:18])=[CH:15][CH:14]=[CH:13][N:12]=2)[CH:8]=[CH:7][C:3]=1[C:4]([NH2:6])=[O:5].N1C=CC=CC=1.[CH2:27]([O:34][CH2:35][CH2:36][CH2:37][C:38](Cl)=O)[C:28]1[CH:33]=[CH:32][CH:31]=[CH:30][CH:29]=1.[OH-].[Na+], predict the reaction product. The product is: [CH2:27]([O:34][CH2:35][CH2:36][CH2:37][C:38]1[N:6]=[C:4]([OH:5])[C:3]2[C:2](=[CH:10][C:9]([C:11]3[C:16]([C:17]([F:20])([F:18])[F:19])=[CH:15][CH:14]=[CH:13][N:12]=3)=[CH:8][CH:7]=2)[N:1]=1)[C:28]1[CH:33]=[CH:32][CH:31]=[CH:30][CH:29]=1. (2) Given the reactants [NH2:1][CH2:2][CH2:3][CH2:4][NH:5][C:6]([C:8]1[CH:12]=[C:11]([C:13]2[CH:18]=[C:17]([O:19][C:20]3[CH:25]=[C:24]([C:26]([NH:28][C:29]4[CH:34]=[C:33]([CH3:35])[CH:32]=[CH:31][C:30]=4[F:36])=[O:27])[CH:23]=[CH:22][C:21]=3[F:37])[CH:16]=[CH:15][N:14]=2)[NH:10][CH:9]=1)=[O:7].C(N([CH2:45][CH3:46])C(C)C)(C)C.Br[CH2:48][C:49]([O:51][CH3:52])=[O:50].[OH2:53].CN([CH:57]=[O:58])C, predict the reaction product. The product is: [F:37][C:21]1[CH:22]=[CH:23][C:24]([C:26]([NH:28][C:29]2[CH:34]=[C:33]([CH3:35])[CH:32]=[CH:31][C:30]=2[F:36])=[O:27])=[CH:25][C:20]=1[O:19][C:17]1[CH:16]=[CH:15][N:14]=[C:13]([C:11]2[NH:10][CH:9]=[C:8]([C:6]([NH:5][CH2:4][CH2:3][CH2:2][N:1]([CH2:46][C:45]([O:58][CH3:57])=[O:53])[CH2:48][C:49]([O:51][CH3:52])=[O:50])=[O:7])[CH:12]=2)[CH:18]=1. (3) Given the reactants Cl[C:2]1[C:11]2[C:6](=[CH:7][C:8]([O:14][CH2:15][CH:16]3[CH2:21][CH2:20][N:19](CC#N)[CH2:18][CH2:17]3)=[C:9]([O:12][CH3:13])[CH:10]=2)[N:5]=[CH:4][N:3]=1.[OH:25][C:26]1[CH:27]=[C:28]2[C:32](=[CH:33][CH:34]=1)[NH:31][CH:30]=[CH:29]2.[C:35](=O)([O-])[O-].[Cs+].[Cs+].C[N:42]([CH:44]=O)C, predict the reaction product. The product is: [C:44]([CH2:35][CH:15]([CH:16]1[CH2:17][CH2:18][NH:19][CH2:20][CH2:21]1)[O:14][C:8]1[CH:7]=[C:6]2[C:11]([C:2]([O:25][C:26]3[CH:27]=[C:28]4[C:32](=[CH:33][CH:34]=3)[NH:31][CH:30]=[CH:29]4)=[N:3][CH:4]=[N:5]2)=[CH:10][C:9]=1[O:12][CH3:13])#[N:42]. (4) Given the reactants [CH2:1]([O:3][CH2:4][CH2:5][C:6]([O:8][CH2:9][CH3:10])=[O:7])[CH3:2].[CH:11]([O:13][CH2:14]C)=O.[O-]CC.[Na+].S(OC)(OC)(=O)=O, predict the reaction product. The product is: [CH2:1]([O:3][CH2:4]/[C:5](=[CH:11]\[O:13][CH3:14])/[C:6]([O:8][CH2:9][CH3:10])=[O:7])[CH3:2]. (5) Given the reactants [CH3:1][C:2]1[O:6][C:5]([C:7]([F:10])([F:9])[F:8])=[C:4]([C:11]([O:13]CC)=[O:12])[CH:3]=1.[OH-].[Na+], predict the reaction product. The product is: [CH3:1][C:2]1[O:6][C:5]([C:7]([F:8])([F:9])[F:10])=[C:4]([C:11]([OH:13])=[O:12])[CH:3]=1.